Dataset: Forward reaction prediction with 1.9M reactions from USPTO patents (1976-2016). Task: Predict the product of the given reaction. (1) Given the reactants [Cl:1][C:2]1[CH:10]=[CH:9][C:5]([C:6]([OH:8])=O)=[C:4]([NH:11][S:12]([C:15]2[C:16]3[N:17]=[CH:18][CH:19]=[N:20][C:21]=3[CH:22]=[CH:23][CH:24]=2)(=[O:14])=[O:13])[CH:3]=1.Cl.[Cl:26][C:27]1[CH:28]=[C:29]([CH:34]([CH3:37])[CH2:35][NH2:36])[CH:30]=[CH:31][C:32]=1[Cl:33], predict the reaction product. The product is: [Cl:1][C:2]1[CH:10]=[CH:9][C:5]([C:6]([NH:36][CH2:35][CH:34]([C:29]2[CH:30]=[CH:31][C:32]([Cl:33])=[C:27]([Cl:26])[CH:28]=2)[CH3:37])=[O:8])=[C:4]([NH:11][S:12]([C:15]2[C:16]3[N:17]=[CH:18][CH:19]=[N:20][C:21]=3[CH:22]=[CH:23][CH:24]=2)(=[O:13])=[O:14])[CH:3]=1. (2) Given the reactants CN1C=CC(=O)NC1=S.[Br:10]Br.[CH3:12][N:13]1[CH:18]=[CH:17][C:16](=[O:19])[N:15]=[C:14]1[S:20][CH2:21][CH2:22][CH2:23][CH2:24][CH2:25][CH2:26][CH2:27][C:28]([C:30]1[CH:35]=[CH:34][C:33]([Cl:36])=[CH:32][CH:31]=1)=[O:29], predict the reaction product. The product is: [CH3:12][N:13]1[CH:18]=[CH:17][C:16](=[O:19])[N:15]=[C:14]1[S:20][CH2:21][CH2:22][CH2:23][CH2:24][CH2:25][CH2:26][CH2:27][C:28]([C:30]1[CH:31]=[CH:32][C:33]([Cl:36])=[CH:34][CH:35]=1)=[O:29].[CH3:12][N:13]1[CH:18]=[C:17]([Br:10])[C:16](=[O:19])[N:15]=[C:14]1[S:20][CH2:21][CH2:22][CH2:23][CH2:24][CH2:25][CH2:26][CH2:27][C:28]([C:30]1[CH:31]=[CH:32][C:33]([Cl:36])=[CH:34][CH:35]=1)=[O:29]. (3) Given the reactants [CH2:1]([C:3]1[O:4][C:5]([C:9]([NH:11][C:12]2[CH:17]=[CH:16][C:15]([C:18]3[CH:23]=[CH:22][C:21]([C:24]45[CH2:31][CH2:30][C:27]([CH2:32][C:33]([O:35]C)=[O:34])([CH2:28][CH2:29]4)[CH2:26][O:25]5)=[CH:20][CH:19]=3)=[CH:14][CH:13]=2)=[O:10])=[C:6]([CH3:8])[N:7]=1)[CH3:2].O.[OH-].[Li+].O1CCCC1.[NH4+].[OH-], predict the reaction product. The product is: [CH2:1]([C:3]1[O:4][C:5]([C:9]([NH:11][C:12]2[CH:13]=[CH:14][C:15]([C:18]3[CH:23]=[CH:22][C:21]([C:24]45[CH2:29][CH2:28][C:27]([CH2:32][C:33]([OH:35])=[O:34])([CH2:30][CH2:31]4)[CH2:26][O:25]5)=[CH:20][CH:19]=3)=[CH:16][CH:17]=2)=[O:10])=[C:6]([CH3:8])[N:7]=1)[CH3:2]. (4) Given the reactants [Br:1][C:2]1[CH:7]=[CH:6][C:5]([CH2:8][NH2:9])=[C:4]([F:10])[CH:3]=1.C(N(CC)C(C)C)(C)C.[C:20]1([CH2:26][S:27](Cl)(=[O:29])=[O:28])[CH:25]=[CH:24][CH:23]=[CH:22][CH:21]=1, predict the reaction product. The product is: [Br:1][C:2]1[CH:7]=[CH:6][C:5]([CH2:8][NH:9][S:27]([CH2:26][C:20]2[CH:25]=[CH:24][CH:23]=[CH:22][CH:21]=2)(=[O:29])=[O:28])=[C:4]([F:10])[CH:3]=1.